Task: Predict the reactants needed to synthesize the given product.. Dataset: Full USPTO retrosynthesis dataset with 1.9M reactions from patents (1976-2016) (1) Given the product [ClH:35].[NH2:14][C@@H:15]([CH2:23][C:24]1[CH:25]=[CH:26][C:27]([O:30][C:31]([F:32])([F:33])[F:34])=[CH:28][CH:29]=1)[C:16]([OH:18])=[O:17], predict the reactants needed to synthesize it. The reactants are: C1(C(=[N:14][C@@H:15]([CH2:23][C:24]2[CH:29]=[CH:28][C:27]([O:30][C:31]([F:34])([F:33])[F:32])=[CH:26][CH:25]=2)[C:16]([O:18]C(C)(C)C)=[O:17])C2C=CC=CC=2)C=CC=CC=1.[ClH:35]. (2) The reactants are: [CH3:1][CH:2]([CH3:4])[O-].[Na+].[H-].[Na+].[NH2:8][C:9]1[N:14]=[C:13]([C:15]2[CH:22]=[C:21](F)[C:18]([C:19]#[N:20])=[C:17](F)[CH:16]=2)[CH:12]=[C:11]([N:25]2[CH2:30][CH2:29][O:28][CH2:27][C@H:26]2[CH3:31])[N:10]=1.[OH2:32].[NH2:33][NH2:34].CCN(C(C)C)C(C)C. Given the product [NH2:8][C:9]1[N:14]=[C:13]([C:15]2[CH:22]=[C:21]3[C:18]([C:19]([NH2:20])=[N:33][NH:34]3)=[C:17]([O:32][CH:2]([CH3:4])[CH3:1])[CH:16]=2)[CH:12]=[C:11]([N:25]2[CH2:30][CH2:29][O:28][CH2:27][C@H:26]2[CH3:31])[N:10]=1, predict the reactants needed to synthesize it. (3) Given the product [CH3:1][S:2]([O:16][CH2:15][CH2:14][N:11]1[C:12](=[O:13])[N:8]([CH2:6][CH3:7])[N:9]=[N:10]1)(=[O:4])=[O:3], predict the reactants needed to synthesize it. The reactants are: [CH3:1][S:2](Cl)(=[O:4])=[O:3].[CH2:6]([N:8]1[C:12](=[O:13])[N:11]([CH2:14][CH2:15][OH:16])[N:10]=[N:9]1)[CH3:7].C(N(CC)CC)C. (4) Given the product [Cl:22][C:18]1[CH:17]=[C:16]([CH:21]=[CH:20][CH:19]=1)[CH2:15][NH:14][C:12]([C:10]1[CH:9]=[CH:8][C:3]([C:4]([O:6][CH3:7])=[O:5])=[C:2]([N:1]=[C:23]=[S:24])[CH:11]=1)=[O:13], predict the reactants needed to synthesize it. The reactants are: [NH2:1][C:2]1[CH:11]=[C:10]([C:12]([NH:14][CH2:15][C:16]2[CH:21]=[CH:20][CH:19]=[C:18]([Cl:22])[CH:17]=2)=[O:13])[CH:9]=[CH:8][C:3]=1[C:4]([O:6][CH3:7])=[O:5].[C:23](Cl)(Cl)=[S:24].